Dataset: Forward reaction prediction with 1.9M reactions from USPTO patents (1976-2016). Task: Predict the product of the given reaction. Given the reactants [N+:1]([C:4]1[S:8][C:7]([C:9]([O:11][C:12]([CH3:15])([CH3:14])[CH3:13])=[O:10])=[CH:6][CH:5]=1)([O-])=O.[Cl-].[NH4+], predict the reaction product. The product is: [NH2:1][C:4]1[S:8][C:7]([C:9]([O:11][C:12]([CH3:15])([CH3:14])[CH3:13])=[O:10])=[CH:6][CH:5]=1.